Dataset: Full USPTO retrosynthesis dataset with 1.9M reactions from patents (1976-2016). Task: Predict the reactants needed to synthesize the given product. (1) Given the product [C:1]([O:5][C:6]([N:8]1[C:16]2[C:11](=[CH:12][C:13]([OH:17])=[CH:14][CH:15]=2)[CH:10]=[C:9]1[C:25]1[CH:33]=[CH:32][CH:31]=[C:30]2[C:26]=1[C:27](=[O:34])[NH:28][CH2:29]2)=[O:7])([CH3:4])([CH3:2])[CH3:3], predict the reactants needed to synthesize it. The reactants are: [C:1]([O:5][C:6]([N:8]1[C:16]2[C:11](=[CH:12][C:13]([O:17]CC3C=CC=CC=3)=[CH:14][CH:15]=2)[CH:10]=[C:9]1[C:25]1[CH:33]=[CH:32][CH:31]=[C:30]2[C:26]=1[C:27](=[O:34])[NH:28][CH2:29]2)=[O:7])([CH3:4])([CH3:3])[CH3:2]. (2) The reactants are: [C:1]1([C:7]2([NH:10][S:11]([C:14]3[C:19]([CH3:20])=[CH:18][C:17]([CH3:21])=[CH:16][C:15]=3[CH3:22])(=[O:13])=[O:12])[CH2:9][CH2:8]2)[CH:6]=[CH:5][CH:4]=[CH:3][CH:2]=1.Br[CH2:24][CH2:25][CH2:26][CH2:27][N:28]1[C:32](=[O:33])[C:31]2=[CH:34][CH:35]=[CH:36][CH:37]=[C:30]2[C:29]1=[O:38].[H-].[Na+]. Given the product [C:19]1([CH3:20])[CH:18]=[C:17]([CH3:21])[CH:16]=[C:15]([CH3:22])[C:14]=1[S:11]([N:10]([CH2:24][CH2:25][CH2:26][CH2:27][N:28]1[C:32](=[O:33])[C:31]2=[CH:34][CH:35]=[CH:36][CH:37]=[C:30]2[C:29]1=[O:38])[C:7]1([C:1]2[CH:6]=[CH:5][CH:4]=[CH:3][CH:2]=2)[CH2:9][CH2:8]1)(=[O:13])=[O:12], predict the reactants needed to synthesize it. (3) Given the product [CH:33]([N:36]([C:19]([C:15]1[C:16]([CH3:18])=[CH:17][C:12]2[S:11][CH:10]([CH3:22])[C:9](=[O:23])[N:8]([CH2:7][CH2:6][NH:5][C:3]([O:2][CH3:1])=[O:4])[C:13]=2[CH:14]=1)=[O:21])[C@@H:37]1[CH2:42][CH2:41][CH2:40][N:39]([C:43]([O:45][C:46]([CH3:48])([CH3:47])[CH3:49])=[O:44])[CH2:38]1)([CH3:35])[CH3:34], predict the reactants needed to synthesize it. The reactants are: [CH3:1][O:2][C:3]([NH:5][CH2:6][CH2:7][N:8]1[C:13]2[CH:14]=[C:15]([C:19]([OH:21])=O)[C:16]([CH3:18])=[CH:17][C:12]=2[S:11][CH:10]([CH3:22])[C:9]1=[O:23])=[O:4].C(N(C(C)C)C(C)C)C.[CH:33]([NH:36][C@@H:37]1[CH2:42][CH2:41][CH2:40][N:39]([C:43]([O:45][C:46]([CH3:49])([CH3:48])[CH3:47])=[O:44])[CH2:38]1)([CH3:35])[CH3:34].[Cl-].[Na+]. (4) Given the product [Cl:1][C:2]1[N:7]=[CH:6][C:5]([CH:8]=[O:9])=[C:4]([CH:10]([CH3:12])[CH3:11])[CH:3]=1, predict the reactants needed to synthesize it. The reactants are: [Cl:1][C:2]1[N:7]=[CH:6][C:5]([CH2:8][OH:9])=[C:4]([CH:10]([CH3:12])[CH3:11])[CH:3]=1.[Cl-].[Na+].[O-2].[Mg+4].[O-2]. (5) Given the product [CH3:28][C:27]([CH2:19][C:23]([CH3:25])([CH3:24])[CH3:22])=[CH2:26].[CH2:1]=[CH:2][C:3]1[CH:8]=[CH:7][CH:6]=[CH:5][CH:4]=1, predict the reactants needed to synthesize it. The reactants are: [CH2:1]=[CH:2][C:3]1[CH:8]=[CH:7][CH:6]=[CH:5][CH:4]=1.C(OCCCO)(=O)C=C.C[C@@:19]12[CH:27]([C:28](C([O-])=O)=C)[CH2:26][C@H:22]([C:23]1([CH3:25])[CH3:24])CC2.C(OCCCC)(=O)C=C. (6) Given the product [ClH:1].[Cl:1][C:2]1[CH:38]=[CH:37][C:5]([CH2:6][C@H:7]([C:15]([N:17]2[CH2:18][CH2:19][CH:20]([N:23]([CH:31]3[CH2:32][CH2:33][CH2:34][CH2:35][CH2:36]3)[C:24]([N:26]([CH2:27][CH3:28])[CH2:29][CH3:30])=[O:25])[CH2:21][CH2:22]2)=[O:16])[NH:8][CH:9]2[CH2:14][CH2:13][O:12][CH2:11][CH2:10]2)=[CH:4][CH:3]=1, predict the reactants needed to synthesize it. The reactants are: [Cl:1][C:2]1[CH:38]=[CH:37][C:5]([CH2:6][C@H:7]([C:15]([N:17]2[CH2:22][CH2:21][CH:20]([N:23]([CH:31]3[CH2:36][CH2:35][CH2:34][CH2:33][CH2:32]3)[C:24]([N:26]([CH2:29][CH3:30])[CH2:27][CH3:28])=[O:25])[CH2:19][CH2:18]2)=[O:16])[NH:8][CH:9]2[CH2:14][CH2:13][O:12][CH2:11][CH2:10]2)=[CH:4][CH:3]=1.Cl. (7) Given the product [CH3:6][NH:7][CH2:9][CH2:10][O:11][C:12]1[CH:13]=[C:14]([CH:15]=[CH:16][CH:17]=1)[C:18]([NH:19][C:20]1[CH:21]=[C:22]([CH:23]=[CH:24][CH:25]=1)[CH2:26][NH:27][C:28]1[C:37]2[C:32](=[C:33]([C:38]([NH2:39])=[O:40])[CH:34]=[CH:35][CH:36]=2)[N:31]=[CH:30][N:29]=1)=[O:41], predict the reactants needed to synthesize it. The reactants are: C(O[C:6](=O)[N:7]([CH2:9][CH2:10][O:11][C:12]1[CH:17]=[CH:16][CH:15]=[C:14]([C:18](=[O:41])[NH:19][C:20]2[CH:25]=[CH:24][CH:23]=[C:22]([CH2:26][NH:27][C:28]3[C:37]4[C:32](=[C:33]([C:38](=[O:40])[NH2:39])[CH:34]=[CH:35][CH:36]=4)[N:31]=[CH:30][N:29]=3)[CH:21]=2)[CH:13]=1)C)(C)(C)C.Cl.